Predict the reactants needed to synthesize the given product. From a dataset of Full USPTO retrosynthesis dataset with 1.9M reactions from patents (1976-2016). (1) Given the product [F:17][C:18]1[CH:25]=[CH:24][CH:23]=[C:22]([O:8][CH2:7][C:6]2[CH:9]=[CH:10][C:3]([O:2][CH3:1])=[CH:4][CH:5]=2)[C:19]=1[C:20]#[N:21], predict the reactants needed to synthesize it. The reactants are: [CH3:1][O:2][C:3]1[CH:10]=[CH:9][C:6]([CH2:7][OH:8])=[CH:5][CH:4]=1.C(=O)([O-])[O-].[Cs+].[Cs+].[F:17][C:18]1[CH:25]=[CH:24][CH:23]=[C:22](F)[C:19]=1[C:20]#[N:21]. (2) Given the product [OH:8][CH2:7][CH:4]1[CH2:5][CH2:6][N:1]([CH2:10][C:43]2([C:37]([O:36][CH3:35])=[O:38])[CH2:48][CH2:47][O:46][CH2:45][CH2:44]2)[CH2:2][CH2:3]1, predict the reactants needed to synthesize it. The reactants are: [NH:1]1[CH2:6][CH2:5][CH:4]([CH2:7][OH:8])[CH2:3][CH2:2]1.[Si](Cl)(C(C)(C)C)(C)[CH3:10].C(N(CC)CC)C.C(=O)([O-])[O-].[K+].[K+].C=O.[Cl-].[Mg+2].[Cl-].[CH3:35][O:36][C:37](=[C:43]1[CH2:48][CH2:47][O:46][CH2:45][CH2:44]1)[O:38][Si](C)(C)C.Cl.